Dataset: Catalyst prediction with 721,799 reactions and 888 catalyst types from USPTO. Task: Predict which catalyst facilitates the given reaction. (1) Reactant: C[O:2][C:3]([C:5]1[CH:10]=[CH:9][C:8]([CH:11]2[CH2:15][CH2:14][CH2:13][O:12]2)=[C:7]([C:16]2[CH:21]=[CH:20][CH:19]=[C:18]([Cl:22])[CH:17]=2)[N:6]=1)=[O:4].O.[OH-].[Li+]. Product: [Cl:22][C:18]1[CH:17]=[C:16]([C:7]2[N:6]=[C:5]([C:3]([OH:4])=[O:2])[CH:10]=[CH:9][C:8]=2[CH:11]2[CH2:15][CH2:14][CH2:13][O:12]2)[CH:21]=[CH:20][CH:19]=1. The catalyst class is: 125. (2) Reactant: [H-].[Na+].[CH2:3]([C:5]1[C:9]2[CH:10]=[CH:11][CH:12]=[CH:13][C:8]=2[O:7][C:6]=1[CH:14]([NH:16][S@@:17]([C:19]([CH3:22])([CH3:21])[CH3:20])=[O:18])[CH3:15])[CH3:4].[CH3:23]I. Product: [CH3:23][N:16]([C@@H:14]([C:6]1[O:7][C:8]2[CH:13]=[CH:12][CH:11]=[CH:10][C:9]=2[C:5]=1[CH2:3][CH3:4])[CH3:15])[S@@:17]([C:19]([CH3:20])([CH3:22])[CH3:21])=[O:18]. The catalyst class is: 3. (3) Reactant: [C:1]([O:5][C:6](=[O:17])[C:7]1[CH:12]=[CH:11][C:10]([CH2:13]Br)=[C:9]([F:15])[C:8]=1[F:16])([CH3:4])([CH3:3])[CH3:2].C[N+]([O-:22])(C)C. Product: [C:1]([O:5][C:6](=[O:17])[C:7]1[CH:12]=[CH:11][C:10]([CH:13]=[O:22])=[C:9]([F:15])[C:8]=1[F:16])([CH3:4])([CH3:3])[CH3:2]. The catalyst class is: 549. (4) Reactant: Br[C:2]1[CH:3]=[C:4]([C:8]2([CH:13]([CH3:15])[CH3:14])[O:12][CH2:11][CH2:10][O:9]2)[CH:5]=[CH:6][CH:7]=1.C([Li])CCC.CN([CH:24]=[O:25])C.[Cl-].[NH4+]. Product: [CH:24]([C:2]1[CH:3]=[C:4]([C:8]2([CH:13]([CH3:15])[CH3:14])[O:12][CH2:11][CH2:10][O:9]2)[CH:5]=[CH:6][CH:7]=1)=[O:25]. The catalyst class is: 1. (5) Reactant: NOC[O:4][C@@H:5]1[C@H:9]([OH:10])[C@@H:8]([CH2:11][OH:12])[O:7][C@H:6]1[N:13]1[CH:20]=[CH:19][C:17](=[O:18])[NH:16][C:14]1=[O:15].C=C(CCC[C@H]([C@@H]1[C@]2(C)[C@H]([C@H]3[C@H](CC2)[C@]2(C)C(CC(=O)CC2)CC3)CC1)C)C.S(Cl)(C1C2C=CC=C(N(C)C)C=2C=CC=1)(=O)=O.[C@@H]1(N2C=CC(=O)NC2=O)O[C@H](CO)[C@@H](O)[C@H]1O.[CH3:83][CH2:84][CH2:85][CH2:86][N+:87]([CH2:96][CH2:97][CH2:98][CH3:99])([CH2:92][CH2:93][CH2:94][CH3:95])[CH2:88][CH2:89][CH2:90][CH3:91].[F-:100].C1COCC1.[C@@H]1(N2C=CC(N)=NC2=O)O[C@H](CO)[C@@H](O)[C@H]1O. Product: [CH3:95][CH2:94][CH2:93][CH2:92][N+:87]([CH2:96][CH2:97][CH2:98][CH3:99])([CH2:86][CH2:85][CH2:84][CH3:83])[CH2:88][CH2:89][CH2:90][CH3:91].[F-:100].[C@@H:6]1([N:13]2[CH:20]=[CH:19][C:17](=[O:18])[NH:16][C:14]2=[O:15])[O:7][C@H:8]([CH2:11][OH:12])[C@@H:9]([OH:10])[C@H:5]1[OH:4]. The catalyst class is: 1.